From a dataset of CYP3A4 inhibition data for predicting drug metabolism from PubChem BioAssay. Regression/Classification. Given a drug SMILES string, predict its absorption, distribution, metabolism, or excretion properties. Task type varies by dataset: regression for continuous measurements (e.g., permeability, clearance, half-life) or binary classification for categorical outcomes (e.g., BBB penetration, CYP inhibition). Dataset: cyp3a4_veith. The drug is COc1ccc2c(c1)-c1ccccc1S(=O)(=O)N2C. The result is 0 (non-inhibitor).